From a dataset of NCI-60 drug combinations with 297,098 pairs across 59 cell lines. Regression. Given two drug SMILES strings and cell line genomic features, predict the synergy score measuring deviation from expected non-interaction effect. (1) Drug 1: COC1=C(C=C2C(=C1)N=CN=C2NC3=CC(=C(C=C3)F)Cl)OCCCN4CCOCC4. Drug 2: C(=O)(N)NO. Cell line: HOP-92. Synergy scores: CSS=18.0, Synergy_ZIP=-6.55, Synergy_Bliss=-4.52, Synergy_Loewe=-22.7, Synergy_HSA=-2.22. (2) Drug 1: C1=NC2=C(N1)C(=S)N=C(N2)N. Drug 2: CC1=C(C(=O)C2=C(C1=O)N3CC4C(C3(C2COC(=O)N)OC)N4)N. Cell line: SK-OV-3. Synergy scores: CSS=38.9, Synergy_ZIP=-9.50, Synergy_Bliss=-2.06, Synergy_Loewe=-2.23, Synergy_HSA=0.0458. (3) Drug 1: COC1=CC(=CC(=C1O)OC)C2C3C(COC3=O)C(C4=CC5=C(C=C24)OCO5)OC6C(C(C7C(O6)COC(O7)C8=CC=CS8)O)O. Drug 2: CC1=CC=C(C=C1)C2=CC(=NN2C3=CC=C(C=C3)S(=O)(=O)N)C(F)(F)F. Cell line: SF-539. Synergy scores: CSS=40.1, Synergy_ZIP=-3.10, Synergy_Bliss=-3.16, Synergy_Loewe=-28.2, Synergy_HSA=-1.07. (4) Drug 1: CC1=C(C(=CC=C1)Cl)NC(=O)C2=CN=C(S2)NC3=CC(=NC(=N3)C)N4CCN(CC4)CCO. Drug 2: C1=CN(C=N1)CC(O)(P(=O)(O)O)P(=O)(O)O. Cell line: UACC-257. Synergy scores: CSS=11.1, Synergy_ZIP=-3.65, Synergy_Bliss=-0.189, Synergy_Loewe=-2.32, Synergy_HSA=0.815. (5) Drug 1: CC1=C(C(=CC=C1)Cl)NC(=O)C2=CN=C(S2)NC3=CC(=NC(=N3)C)N4CCN(CC4)CCO. Drug 2: CCC1(CC2CC(C3=C(CCN(C2)C1)C4=CC=CC=C4N3)(C5=C(C=C6C(=C5)C78CCN9C7C(C=CC9)(C(C(C8N6C)(C(=O)OC)O)OC(=O)C)CC)OC)C(=O)OC)O.OS(=O)(=O)O. Cell line: MDA-MB-231. Synergy scores: CSS=18.7, Synergy_ZIP=-6.23, Synergy_Bliss=-4.49, Synergy_Loewe=-2.48, Synergy_HSA=-0.667. (6) Drug 1: CN(C)N=NC1=C(NC=N1)C(=O)N. Drug 2: C(=O)(N)NO. Cell line: A498. Synergy scores: CSS=1.40, Synergy_ZIP=-1.68, Synergy_Bliss=-4.50, Synergy_Loewe=-8.75, Synergy_HSA=-5.35.